Dataset: Forward reaction prediction with 1.9M reactions from USPTO patents (1976-2016). Task: Predict the product of the given reaction. (1) Given the reactants [Si:1]([O:8][C:9]1([C:13]2[CH:14]=[CH:15][C:16]3[C:17]4[N:25]=[CH:24][C:23]([C:26]5[C:27]([CH3:32])=[N:28][O:29][C:30]=5[CH3:31])=[CH:22][C:18]=4[NH:19][C:20]=3[CH:21]=2)[CH2:12][O:11][CH2:10]1)([C:4]([CH3:7])([CH3:6])[CH3:5])([CH3:3])[CH3:2].[C:33]1([C@@H:39]([CH:41]2[CH2:46][CH2:45][O:44][CH2:43][CH2:42]2)O)[CH:38]=[CH:37][CH:36]=[CH:35][CH:34]=1.C1(P(C2C=CC=CC=2)C2C=CC=CC=2)C=CC=CC=1.CC(OC(/N=N/C(OC(C)C)=O)=O)C, predict the reaction product. The product is: [Si:1]([O:8][C:9]1([C:13]2[CH:14]=[CH:15][C:16]3[C:17]4[N:25]=[CH:24][C:23]([C:26]5[C:27]([CH3:32])=[N:28][O:29][C:30]=5[CH3:31])=[CH:22][C:18]=4[N:19]([C@H:39]([C:33]4[CH:38]=[CH:37][CH:36]=[CH:35][CH:34]=4)[CH:41]4[CH2:42][CH2:43][O:44][CH2:45][CH2:46]4)[C:20]=3[CH:21]=2)[CH2:10][O:11][CH2:12]1)([C:4]([CH3:6])([CH3:7])[CH3:5])([CH3:2])[CH3:3]. (2) Given the reactants [CH:1]1([N:4]([CH2:20][CH3:21])[CH2:5][CH2:6][CH2:7][CH2:8][NH:9]C(=O)OCC2C=CC=CC=2)[CH2:3][CH2:2]1.[ClH:22], predict the reaction product. The product is: [ClH:22].[CH:1]1([N:4]([CH2:20][CH3:21])[CH2:5][CH2:6][CH2:7][CH2:8][NH2:9])[CH2:3][CH2:2]1. (3) Given the reactants [Cl:1][C:2]([Cl:14])([Cl:13])[CH2:3][O:4][C:5]([N:7]1[CH2:12][CH2:11][NH:10][CH2:9][CH2:8]1)=[O:6].[C:15]([C:19]1[CH:20]=[C:21]([NH:42][S:43]([CH3:46])(=[O:45])=[O:44])[C:22]([O:40][CH3:41])=[C:23]([NH:25][C:26]([C:28]2[N:29]([CH3:39])[C:30]3[C:35]([CH:36]=2)=[CH:34][CH:33]=[CH:32][C:31]=3[CH:37]=O)=[O:27])[CH:24]=1)([CH3:18])([CH3:17])[CH3:16], predict the reaction product. The product is: [Cl:14][C:2]([Cl:1])([Cl:13])[CH2:3][O:4][C:5]([N:7]1[CH2:12][CH2:11][N:10]([CH2:37][C:31]2[CH:32]=[CH:33][CH:34]=[C:35]3[C:30]=2[N:29]([CH3:39])[C:28]([C:26](=[O:27])[NH:25][C:23]2[CH:24]=[C:19]([C:15]([CH3:18])([CH3:16])[CH3:17])[CH:20]=[C:21]([NH:42][S:43]([CH3:46])(=[O:45])=[O:44])[C:22]=2[O:40][CH3:41])=[CH:36]3)[CH2:9][CH2:8]1)=[O:6]. (4) Given the reactants [H-].[Na+].ClC1C=C([C:10]2[N:18]=[C:17]([C:19]#[N:20])[N:16]=[C:15]3[C:11]=2[N:12]([CH2:29][C@H:30]2[CH2:35][CH2:34][C@H:33]([CH3:36])[CH2:32][CH2:31]2)[C:13](C(O)C2C=CC=CC=2)=[N:14]3)C=CC=1.CI, predict the reaction product. The product is: [CH3:36][C@H:33]1[CH2:34][CH2:35][C@H:30]([CH2:29][N:12]2[C:11]3[C:15](=[N:16][C:17]([C:19]#[N:20])=[N:18][CH:10]=3)[N:14]=[CH:13]2)[CH2:31][CH2:32]1. (5) The product is: [CH3:58][C:9]1[CH:8]=[C:7]([C:4]#[C:3][C@@H:2]([OH:5])[CH3:1])[N:12]=[C:11]2[N:13]([C@@H:19]3[C:27]4[C:22](=[CH:23][C:24]([C:28]5[CH:33]=[CH:32][CH:31]=[CH:30][C:29]=5[C:34]5[N:38]([C:39]([C:40]6[CH:45]=[CH:44][CH:43]=[CH:42][CH:41]=6)([C:52]6[CH:53]=[CH:54][CH:55]=[CH:56][CH:57]=6)[C:46]6[CH:47]=[CH:48][CH:49]=[CH:50][CH:51]=6)[N:37]=[N:36][N:35]=5)=[CH:25][CH:26]=4)[CH2:21][CH2:20]3)[C:14]([CH2:16][CH2:17][CH3:18])=[N:15][C:10]=12. Given the reactants [CH3:1][C@@H:2]([OH:5])[C:3]#[CH:4].Br[C:7]1[N:12]=[C:11]2[N:13]([C@@H:19]3[C:27]4[C:22](=[CH:23][C:24]([C:28]5[CH:33]=[CH:32][CH:31]=[CH:30][C:29]=5[C:34]5[N:38]([C:39]([C:52]6[CH:57]=[CH:56][CH:55]=[CH:54][CH:53]=6)([C:46]6[CH:51]=[CH:50][CH:49]=[CH:48][CH:47]=6)[C:40]6[CH:45]=[CH:44][CH:43]=[CH:42][CH:41]=6)[N:37]=[N:36][N:35]=5)=[CH:25][CH:26]=4)[CH2:21][CH2:20]3)[C:14]([CH2:16][CH2:17][CH3:18])=[N:15][C:10]2=[C:9]([CH3:58])[CH:8]=1, predict the reaction product.